This data is from Catalyst prediction with 721,799 reactions and 888 catalyst types from USPTO. The task is: Predict which catalyst facilitates the given reaction. (1) Reactant: Br[C:2]1[C:3]([NH:22][CH2:23][CH2:24][CH2:25][OH:26])=[N:4][CH:5]=[C:6]([CH:21]=1)[C:7]([NH:9][C:10]1[CH:15]=[CH:14][C:13]([O:16][C:17]([F:20])([F:19])[F:18])=[CH:12][CH:11]=1)=[O:8].[N:27]1[CH:32]=[C:31](B(O)O)[CH:30]=[N:29][CH:28]=1.C([O-])([O-])=O.[Na+].[Na+].CCO. The catalyst class is: 149. Product: [OH:26][CH2:25][CH2:24][CH2:23][NH:22][C:3]1[C:2]([C:31]2[CH:32]=[N:27][CH:28]=[N:29][CH:30]=2)=[CH:21][C:6]([C:7]([NH:9][C:10]2[CH:15]=[CH:14][C:13]([O:16][C:17]([F:20])([F:19])[F:18])=[CH:12][CH:11]=2)=[O:8])=[CH:5][N:4]=1. (2) Reactant: [F:1][C:2]1[CH:10]=[CH:9][C:8]([C:11]([F:14])([F:13])[F:12])=[CH:7][C:3]=1[C:4](Cl)=[O:5].C(N(CC)CC)C.[NH2:22][C:23]1[CH:24]=[CH:25][C:26]([CH3:32])=[C:27]([CH:31]=1)[C:28]([OH:30])=[O:29]. Product: [F:1][C:2]1[CH:10]=[CH:9][C:8]([C:11]([F:14])([F:13])[F:12])=[CH:7][C:3]=1[C:4]([NH:22][C:23]1[CH:24]=[CH:25][C:26]([CH3:32])=[C:27]([CH:31]=1)[C:28]([OH:30])=[O:29])=[O:5]. The catalyst class is: 2.